Task: Regression/Classification. Given a drug SMILES string, predict its absorption, distribution, metabolism, or excretion properties. Task type varies by dataset: regression for continuous measurements (e.g., permeability, clearance, half-life) or binary classification for categorical outcomes (e.g., BBB penetration, CYP inhibition). For this dataset (solubility_aqsoldb), we predict Y.. Dataset: Aqueous solubility values for 9,982 compounds from the AqSolDB database (1) The molecule is O=C(OCCOc1ccc(Cl)cc1Cl)c1ccccc1. The Y is -3.81 log mol/L. (2) The molecule is O=C(O)c1occ(Br)c1Br. The Y is -2.09 log mol/L.